This data is from Full USPTO retrosynthesis dataset with 1.9M reactions from patents (1976-2016). The task is: Predict the reactants needed to synthesize the given product. (1) Given the product [C:11]([O:16][CH3:17])(=[O:15])[C:12]([CH3:14])=[CH2:13].[CH2:3]=[CH:4][C:5]1[CH:10]=[CH:9][CH:8]=[CH:7][CH:6]=1.[CH:4]([CH:5]1[CH2:10][CH2:9][CH2:8][CH2:7][CH2:6]1)=[CH2:3], predict the reactants needed to synthesize it. The reactants are: [H][H].[CH2:3]=[CH:4][C:5]1[CH:10]=[CH:9][CH:8]=[CH:7][CH:6]=1.[C:11]([O:16][CH3:17])(=[O:15])[CH:12]([CH3:14])[CH3:13]. (2) Given the product [O:3]1[CH2:8][CH2:7][O:6][CH2:5][CH2:4]1.[CH3:9][CH:10]([OH:12])[CH3:11], predict the reactants needed to synthesize it. The reactants are: [OH-].[K+].[O:3]1[CH2:8][CH2:7][O:6][CH2:5][CH2:4]1.[CH3:9][CH:10]([OH:12])[CH3:11].